From a dataset of Catalyst prediction with 721,799 reactions and 888 catalyst types from USPTO. Predict which catalyst facilitates the given reaction. (1) Reactant: [H-].[H-].[H-].[H-].[Li+].[Al+3].[CH:7]1([N:13]2[C:17]([C:18]3[CH:23]=[CH:22][C:21]([O:24][CH2:25][C:26]4[CH:31]=[CH:30][CH:29]=[CH:28][CH:27]=4)=[CH:20][CH:19]=3)=[CH:16][C:15]([C:32](OCC)=[O:33])=[N:14]2)[CH2:12][CH2:11][CH2:10][CH2:9][CH2:8]1. Product: [CH:7]1([N:13]2[C:17]([C:18]3[CH:23]=[CH:22][C:21]([O:24][CH2:25][C:26]4[CH:27]=[CH:28][CH:29]=[CH:30][CH:31]=4)=[CH:20][CH:19]=3)=[CH:16][C:15]([CH2:32][OH:33])=[N:14]2)[CH2:8][CH2:9][CH2:10][CH2:11][CH2:12]1. The catalyst class is: 1. (2) Reactant: [C:1]1([CH2:7][C:8]([N:10]2[CH2:15][CH2:14][CH:13]([CH2:16][N:17]3[C:26]4[C:21](=[CH:22][C:23]([C:27]5[CH:28]=[N:29][N:30](C6CCCCO6)[CH:31]=5)=[CH:24][CH:25]=4)[CH2:20][CH2:19][CH2:18]3)[CH2:12][CH2:11]2)=[O:9])[CH:6]=[CH:5][CH:4]=[CH:3][CH:2]=1.CC1C=CC(S(O)(=O)=O)=CC=1.CO.ClCCl. Product: [NH:29]1[CH:28]=[C:27]([C:23]2[CH:22]=[C:21]3[C:26](=[CH:25][CH:24]=2)[N:17]([CH2:16][CH:13]2[CH2:12][CH2:11][N:10]([C:8](=[O:9])[CH2:7][C:1]4[CH:2]=[CH:3][CH:4]=[CH:5][CH:6]=4)[CH2:15][CH2:14]2)[CH2:18][CH2:19][CH2:20]3)[CH:31]=[N:30]1. The catalyst class is: 5. (3) Reactant: [CH3:1][O:2][C:3]1[C:4]2[CH:11]=[C:10]([C:12]3[C:20]4[C:15](=[CH:16][CH:17]=[C:18]([O:21][CH3:22])[CH:19]=4)[NH:14][CH:13]=3)[N:9]([S:23]([C:26]3[CH:31]=[CH:30][C:29]([CH3:32])=[CH:28][CH:27]=3)(=[O:25])=[O:24])[C:5]=2[N:6]=[CH:7][N:8]=1.[H-].[Na+].[CH3:35]I. Product: [CH3:1][O:2][C:3]1[C:4]2[CH:11]=[C:10]([C:12]3[C:20]4[C:15](=[CH:16][CH:17]=[C:18]([O:21][CH3:22])[CH:19]=4)[N:14]([CH3:35])[CH:13]=3)[N:9]([S:23]([C:26]3[CH:31]=[CH:30][C:29]([CH3:32])=[CH:28][CH:27]=3)(=[O:25])=[O:24])[C:5]=2[N:6]=[CH:7][N:8]=1. The catalyst class is: 9. (4) Reactant: Cl[C:2]1[CH:3]=[CH:4][C:5]2[N:6]([C:8]([CH2:11][O:12][C:13]3[C:22]4[C:17](=[CH:18][C:19]([O:23][CH3:24])=[CH:20][CH:21]=4)[N:16]=[CH:15][CH:14]=3)=[N:9][N:10]=2)[N:7]=1.[Cl:25][C:26]1[CH:31]=[C:30](B2OC(C)(C)C(C)(C)O2)[CH:29]=[CH:28][C:27]=1[CH:41]([NH:43][C:44](=[O:50])[O:45][C:46]([CH3:49])([CH3:48])[CH3:47])[CH3:42].C(=O)([O-])[O-].[Cs+].[Cs+]. Product: [Cl:25][C:26]1[CH:31]=[C:30]([C:2]2[CH:3]=[CH:4][C:5]3[N:6]([C:8]([CH2:11][O:12][C:13]4[C:22]5[C:17](=[CH:18][C:19]([O:23][CH3:24])=[CH:20][CH:21]=5)[N:16]=[CH:15][CH:14]=4)=[N:9][N:10]=3)[N:7]=2)[CH:29]=[CH:28][C:27]=1[CH:41]([NH:43][C:44](=[O:50])[O:45][C:46]([CH3:49])([CH3:48])[CH3:47])[CH3:42]. The catalyst class is: 18. (5) Reactant: [C:1]([O:5][C:6]([NH:8][C@@H:9]([CH2:13][C@@H:14]([O:16][CH2:17][CH3:18])[CH3:15])[C:10]([OH:12])=O)=[O:7])([CH3:4])([CH3:3])[CH3:2].Cl.[OH:20][C@@H:21]([CH2:51]O)[CH2:22][N:23]1[CH:27]=[CH:26][C:25]([NH:28]C(=O)[C@@H](N2CC(OC3C=CC=C(Cl)C=3Cl)=CC2=O)CC(C)C)=[N:24]1.F[P-](F)(F)(F)(F)F.N1(O[P+](N(C)C)(N(C)C)N(C)C)C2C=CC=C[C:63]=2N=N1.C(N(CC)C(C)C)(C)C. Product: [C:1]([O:5][C:6](=[O:7])[NH:8][C@H:9]([C:10](=[O:12])[NH:28][C:25]1[CH:26]=[CH:27][N:23]([CH2:22][C:21]([OH:20])([CH3:51])[CH3:63])[N:24]=1)[CH2:13][C@@H:14]([O:16][CH2:17][CH3:18])[CH3:15])([CH3:2])([CH3:3])[CH3:4]. The catalyst class is: 9.